Dataset: Forward reaction prediction with 1.9M reactions from USPTO patents (1976-2016). Task: Predict the product of the given reaction. (1) Given the reactants [NH2:1][C:2]1[CH:7]=[CH:6][C:5]([C:8]([F:11])([F:10])[F:9])=[CH:4][N:3]=1.[Br:12][CH2:13][CH2:14][O:15][C:16](=[O:18])[CH3:17], predict the reaction product. The product is: [BrH:12].[C:16]([O:15][CH2:14][CH2:13][N:3]1[CH:4]=[C:5]([C:8]([F:9])([F:11])[F:10])[CH:6]=[CH:7][C:2]1=[NH:1])(=[O:18])[CH3:17]. (2) Given the reactants CO[C:3](=[O:25])[C:4]1[CH:9]=[CH:8][C:7]([O:10][CH2:11][C:12]2[C:13]([C:18]3[CH:23]=[CH:22][CH:21]=[C:20]([F:24])[CH:19]=3)=[N:14][O:15][C:16]=2[CH3:17])=[N:6][CH:5]=1.[NH:26]1[CH2:31][CH2:30][S:29](=[O:33])(=[O:32])[CH2:28][CH2:27]1, predict the reaction product. The product is: [O:32]=[S:29]1(=[O:33])[CH2:30][CH2:31][N:26]([C:3]([C:4]2[CH:5]=[N:6][C:7]([O:10][CH2:11][C:12]3[C:13]([C:18]4[CH:23]=[CH:22][CH:21]=[C:20]([F:24])[CH:19]=4)=[N:14][O:15][C:16]=3[CH3:17])=[CH:8][CH:9]=2)=[O:25])[CH2:27][CH2:28]1. (3) Given the reactants [S:1]1[CH:5]=[CH:4][CH:3]=[C:2]1[CH2:6][NH:7][C:8]([C:10]1[N:11]=[C:12]2[C:17]([C:18]([F:21])([F:20])[F:19])=[CH:16][C:15](Br)=[CH:14][N:13]2[C:23]=1[Cl:24])=[O:9].[N-:25]=[N+:26]=[N-:27].[Na+].[Cl-].[NH4+].[CH3:31][N:32](C=O)C, predict the reaction product. The product is: [S:1]1[CH:5]=[CH:4][CH:3]=[C:2]1[CH2:6][NH:7][C:8]([C:10]1[N:11]=[C:12]2[C:17]([C:18]([F:21])([F:20])[F:19])=[CH:16][C:15]([C:31]3[N:25]=[N:26][NH:27][N:32]=3)=[CH:14][N:13]2[C:23]=1[Cl:24])=[O:9]. (4) Given the reactants N(C1CCCCC1)=[C:2]=[O:3].[CH:10]1([CH2:16][NH2:17])[CH2:15][CH2:14][CH2:13][CH2:12][CH2:11]1.[F:18][C:19]1[CH:24]=[CH:23][C:22]([S:25]([NH:28][CH2:29][CH2:30][CH2:31][CH2:32][NH:33][C:34](=[O:41])[C@H:35]([CH2:37][CH:38]([CH3:40])[CH3:39])[NH2:36])(=[O:27])=[O:26])=[C:21]([C:42]([F:45])([F:44])[F:43])[CH:20]=1.C(N(CC)CC)C, predict the reaction product. The product is: [CH:10]1([CH2:16][NH:17][C:2]([NH:36][C@H:35]([C:34]([NH:33][CH2:32][CH2:31][CH2:30][CH2:29][NH:28][S:25]([C:22]2[CH:23]=[CH:24][C:19]([F:18])=[CH:20][C:21]=2[C:42]([F:45])([F:43])[F:44])(=[O:27])=[O:26])=[O:41])[CH2:37][CH:38]([CH3:40])[CH3:39])=[O:3])[CH2:15][CH2:14][CH2:13][CH2:12][CH2:11]1. (5) Given the reactants Cl[C:2]([F:15])([F:14])[C:3]([NH:5][C:6]1[C:11]([OH:12])=[CH:10][CH:9]=[C:8]([Cl:13])[N:7]=1)=[O:4].C(O)(CC)(C)C.CC(C)([O-])C.[K+].C(O)(C)(C)C, predict the reaction product. The product is: [Cl:13][C:8]1[CH:9]=[CH:10][C:11]2[O:12][C:2]([F:15])([F:14])[C:3](=[O:4])[NH:5][C:6]=2[N:7]=1. (6) Given the reactants C([O:5][C:6]([C:8]1[O:9][C:10]2[CH:17]=[CH:16][C:15]([I:18])=[C:14]([O:19][CH3:20])[C:11]=2[C:12]=1[CH3:13])=[O:7])(C)(C)C.C(O)(C(F)(F)F)=O.ClCCl, predict the reaction product. The product is: [I:18][C:15]1[CH:16]=[CH:17][C:10]2[O:9][C:8]([C:6]([OH:7])=[O:5])=[C:12]([CH3:13])[C:11]=2[C:14]=1[O:19][CH3:20].